This data is from Reaction yield outcomes from USPTO patents with 853,638 reactions. The task is: Predict the reaction yield, written as a fraction of the theoretical maximum amount of product (1.0 means a 100% yield; for example, 0.34 means a 34% yield). (1) The reactants are Br[C:2]1[N:3]([CH:17]([CH3:19])[CH3:18])[C:4]2[CH:5]=[C:6]([Cl:16])[CH:7]=[C:8]([C:12]([O:14][CH3:15])=[O:13])[C:9]=2[C:10]=1[CH3:11].[CH3:20]B1OB(C)OB(C)O1.C(=O)([O-])[O-].[K+].[K+].CCOC(C)=O. The catalyst is O1CCOCC1.C1C=CC([P]([Pd]([P](C2C=CC=CC=2)(C2C=CC=CC=2)C2C=CC=CC=2)([P](C2C=CC=CC=2)(C2C=CC=CC=2)C2C=CC=CC=2)[P](C2C=CC=CC=2)(C2C=CC=CC=2)C2C=CC=CC=2)(C2C=CC=CC=2)C2C=CC=CC=2)=CC=1. The product is [Cl:16][C:6]1[CH:7]=[C:8]([C:12]([O:14][CH3:15])=[O:13])[C:9]2[C:10]([CH3:11])=[C:2]([CH3:20])[N:3]([CH:17]([CH3:19])[CH3:18])[C:4]=2[CH:5]=1. The yield is 0.810. (2) The reactants are [NH2:1][C:2]1[C:3](=[O:24])[NH:4][C:5]2[C:11]([O:12][C:13]3[C:22]4[C:17](=[CH:18][CH:19]=[CH:20][CH:21]=4)[C:16]([NH2:23])=[CH:15][CH:14]=3)=[CH:10][CH:9]=[N:8][C:6]=2[N:7]=1.[C:25]([C:29]1[CH:33]=[C:32]([N:34]=[C:35]=[O:36])[N:31]([C:37]2[CH:42]=[CH:41][CH:40]=[CH:39][CH:38]=2)[N:30]=1)([CH3:28])([CH3:27])[CH3:26]. No catalyst specified. The product is [NH2:1][C:2]1[C:3](=[O:24])[NH:4][C:5]2[C:11]([O:12][C:13]3[C:22]4[C:17](=[CH:18][CH:19]=[CH:20][CH:21]=4)[C:16]([NH:23][C:35]([NH:34][C:32]4[N:31]([C:37]5[CH:38]=[CH:39][CH:40]=[CH:41][CH:42]=5)[N:30]=[C:29]([C:25]([CH3:28])([CH3:27])[CH3:26])[CH:33]=4)=[O:36])=[CH:15][CH:14]=3)=[CH:10][CH:9]=[N:8][C:6]=2[N:7]=1. The yield is 0.440. (3) The reactants are [Br:1][C:2]1[CH:7]=[CH:6][C:5]([CH:8]2[CH2:13][NH:12][CH2:11][CH2:10][NH:9]2)=[CH:4][CH:3]=1.[CH2:14](N(CC)CC)C.CI.[Cl-].[NH4+]. The catalyst is CC(C)=O. The product is [Br:1][C:2]1[CH:3]=[CH:4][C:5]([CH:8]2[NH:9][CH2:10][CH2:11][N:12]([CH3:14])[CH2:13]2)=[CH:6][CH:7]=1. The yield is 0.460. (4) The reactants are O[Li].O.C([O:6][C:7](=[O:25])[CH2:8][CH2:9][CH2:10][CH2:11][C:12]1[CH:16]=[C:15]([C:17]2[CH:22]=[C:21]([Cl:23])[CH:20]=[CH:19][C:18]=2[OH:24])[O:14][N:13]=1)C.Cl. The catalyst is O.O1CCOCC1. The product is [Cl:23][C:21]1[CH:20]=[CH:19][C:18]([OH:24])=[C:17]([C:15]2[O:14][N:13]=[C:12]([CH2:11][CH2:10][CH2:9][CH2:8][C:7]([OH:25])=[O:6])[CH:16]=2)[CH:22]=1. The yield is 0.910. (5) The reactants are [Br:1][C:2]1[S:3][C:4]([CH3:10])=[C:5]([CH2:7][CH2:8][OH:9])[N:6]=1.[CH2:11]([O:13][C:14](=[O:26])[CH2:15][C@H:16]1[C:24]2[C:19](=[CH:20][C:21](O)=[CH:22][CH:23]=2)[CH2:18][CH2:17]1)[CH3:12].C1C=CC(P(C2C=CC=CC=2)C2C=CC=CC=2)=CC=1.C1CCN(C(N=NC(N2CCCCC2)=O)=O)CC1. The catalyst is C1COCC1. The product is [CH2:11]([O:13][C:14](=[O:26])[CH2:15][C@H:16]1[C:24]2[C:19](=[CH:20][C:21]([O:9][CH2:8][CH2:7][C:5]3[N:6]=[C:2]([Br:1])[S:3][C:4]=3[CH3:10])=[CH:22][CH:23]=2)[CH2:18][CH2:17]1)[CH3:12]. The yield is 0.760.